From a dataset of Reaction yield outcomes from USPTO patents with 853,638 reactions. Predict the reaction yield, written as a fraction of the theoretical maximum amount of product (1.0 means a 100% yield; for example, 0.34 means a 34% yield). (1) The reactants are [NH:1]1[CH2:5][CH2:4][CH2:3][CH:2]1[CH2:6][OH:7].[CH3:8][C:9]([O:12][C:13](O[C:13]([O:12][C:9]([CH3:11])([CH3:10])[CH3:8])=[O:14])=[O:14])([CH3:11])[CH3:10]. The catalyst is C(Cl)Cl. The product is [OH:7][CH2:6][CH:2]1[CH2:3][CH2:4][CH2:5][N:1]1[C:13]([O:12][C:9]([CH3:11])([CH3:10])[CH3:8])=[O:14]. The yield is 0.480. (2) The reactants are [OH:1][C:2]([C:4]([F:7])([F:6])[F:5])=[O:3].[F:8][C:9]1[C:22]([OH:23])=[CH:21][C:20]2[C@:19]34[CH2:24][CH2:25][NH:26][C@@H:13]([C@@H:14]3[CH2:15][CH2:16][CH2:17][CH2:18]4)[CH2:12][C:11]=2[CH:10]=1.[Br:27]Br.[OH-].[NH4+]. The catalyst is C(O)(=O)C. The product is [OH:3][C:2]([C:4]([F:7])([F:6])[F:5])=[O:1].[Br:27][C:21]1[C:20]2[C@:19]34[CH2:24][CH2:25][NH:26][C@@H:13]([C@@H:14]3[CH2:15][CH2:16][CH2:17][CH2:18]4)[CH2:12][C:11]=2[CH:10]=[C:9]([F:8])[C:22]=1[OH:23]. The yield is 0.700. (3) The reactants are [Si]([O:8][CH2:9][C:10]1[CH:15]=[CH:14][CH:13]=[CH:12][C:11]=1[NH:16][C:17]1[N:25]=[C:24]2[C:20]([NH:21][C:22](=[O:34])[N:23]2[C:26]2[CH:31]=[CH:30][CH:29]=[CH:28][C:27]=2[O:32][CH3:33])=[C:19]([C:35]([NH2:37])=[O:36])[N:18]=1)(C(C)(C)C)(C)C.[Si](OCC1C=CC=CC=1NC1N=C2C(NC(=O)N2C2C=CC=CC=2OC)=C(C(OCC)=O)N=1)(C(C)(C)C)(C)C. The catalyst is CO.N. The product is [OH:8][CH2:9][C:10]1[CH:15]=[CH:14][CH:13]=[CH:12][C:11]=1[NH:16][C:17]1[N:25]=[C:24]2[C:20]([NH:21][C:22](=[O:34])[N:23]2[C:26]2[CH:31]=[CH:30][CH:29]=[CH:28][C:27]=2[O:32][CH3:33])=[C:19]([C:35]([NH2:37])=[O:36])[N:18]=1. The yield is 0.900.